This data is from Reaction yield outcomes from USPTO patents with 853,638 reactions. The task is: Predict the reaction yield, written as a fraction of the theoretical maximum amount of product (1.0 means a 100% yield; for example, 0.34 means a 34% yield). The reactants are [CH3:1][N:2]([C:6]1[CH:30]=[CH:29][C:9]2[N:10]([CH2:22][CH:23]3[CH2:28][CH2:27][O:26][CH2:25][CH2:24]3)[C:11]([C:13]([CH3:21])([C:15]3[CH:20]=[CH:19][CH:18]=[CH:17][N:16]=3)[CH3:14])=[N:12][C:8]=2[CH:7]=1)C(=O)C. The catalyst is CCO. The product is [CH3:1][NH:2][C:6]1[CH:30]=[CH:29][C:9]2[N:10]([CH2:22][CH:23]3[CH2:28][CH2:27][O:26][CH2:25][CH2:24]3)[C:11]([C:13]([CH3:21])([C:15]3[CH:20]=[CH:19][CH:18]=[CH:17][N:16]=3)[CH3:14])=[N:12][C:8]=2[CH:7]=1. The yield is 1.00.